The task is: Regression. Given a peptide amino acid sequence and an MHC pseudo amino acid sequence, predict their binding affinity value. This is MHC class II binding data.. This data is from Peptide-MHC class II binding affinity with 134,281 pairs from IEDB. The peptide sequence is IYQILVIYSTVASSLVLSVS. The MHC is DRB1_1101 with pseudo-sequence DRB1_1101. The binding affinity (normalized) is 0.473.